Dataset: Peptide-MHC class II binding affinity with 134,281 pairs from IEDB. Task: Regression. Given a peptide amino acid sequence and an MHC pseudo amino acid sequence, predict their binding affinity value. This is MHC class II binding data. (1) The MHC is DRB1_1501 with pseudo-sequence DRB1_1501. The binding affinity (normalized) is 0. The peptide sequence is SVAVSEGKPTEKHIQIRSTN. (2) The binding affinity (normalized) is 0.849. The peptide sequence is AFILDGDNLFPWV. The MHC is HLA-DQA10501-DQB10201 with pseudo-sequence HLA-DQA10501-DQB10201. (3) The peptide sequence is ELNNALQNLARTISE. The MHC is DRB1_0404 with pseudo-sequence DRB1_0404. The binding affinity (normalized) is 0.486. (4) The peptide sequence is GSDPDMHMTRKFKFV. The MHC is DRB1_0101 with pseudo-sequence DRB1_0101. The binding affinity (normalized) is 0.418. (5) The peptide sequence is SQLEKRAGILRTLGF. The MHC is DRB1_0101 with pseudo-sequence DRB1_0101. The binding affinity (normalized) is 0.548. (6) The peptide sequence is EIFGDTIIKALGALD. The MHC is DRB1_0101 with pseudo-sequence DRB1_0101. The binding affinity (normalized) is 0.766. (7) The peptide sequence is PEFQSIVQTLNAMPE. The MHC is DRB1_0901 with pseudo-sequence DRB1_0901. The binding affinity (normalized) is 0.537. (8) The peptide sequence is LLNAKFFHMNIYECK. The MHC is HLA-DPA10103-DPB10401 with pseudo-sequence HLA-DPA10103-DPB10401. The binding affinity (normalized) is 0.356. (9) The peptide sequence is SQDLELSWNLNGLTAY. The MHC is HLA-DQA10101-DQB10501 with pseudo-sequence HLA-DQA10101-DQB10501. The binding affinity (normalized) is 0.665. (10) The peptide sequence is YVLARPKLRPITGDD. The binding affinity (normalized) is 0.158. The MHC is HLA-DPA10103-DPB10401 with pseudo-sequence HLA-DPA10103-DPB10401.